Dataset: NCI-60 drug combinations with 297,098 pairs across 59 cell lines. Task: Regression. Given two drug SMILES strings and cell line genomic features, predict the synergy score measuring deviation from expected non-interaction effect. (1) Drug 1: CCC1(CC2CC(C3=C(CCN(C2)C1)C4=CC=CC=C4N3)(C5=C(C=C6C(=C5)C78CCN9C7C(C=CC9)(C(C(C8N6C)(C(=O)OC)O)OC(=O)C)CC)OC)C(=O)OC)O.OS(=O)(=O)O. Drug 2: C1CN(CCN1C(=O)CCBr)C(=O)CCBr. Cell line: OVCAR-5. Synergy scores: CSS=14.3, Synergy_ZIP=-3.91, Synergy_Bliss=2.27, Synergy_Loewe=2.43, Synergy_HSA=2.77. (2) Drug 1: CS(=O)(=O)CCNCC1=CC=C(O1)C2=CC3=C(C=C2)N=CN=C3NC4=CC(=C(C=C4)OCC5=CC(=CC=C5)F)Cl. Drug 2: C1=NNC2=C1C(=O)NC=N2. Cell line: HT29. Synergy scores: CSS=6.61, Synergy_ZIP=-0.351, Synergy_Bliss=2.68, Synergy_Loewe=0.223, Synergy_HSA=1.40. (3) Drug 1: CC1C(C(=O)NC(C(=O)N2CCCC2C(=O)N(CC(=O)N(C(C(=O)O1)C(C)C)C)C)C(C)C)NC(=O)C3=C4C(=C(C=C3)C)OC5=C(C(=O)C(=C(C5=N4)C(=O)NC6C(OC(=O)C(N(C(=O)CN(C(=O)C7CCCN7C(=O)C(NC6=O)C(C)C)C)C)C(C)C)C)N)C. Drug 2: C1CN1C2=NC(=NC(=N2)N3CC3)N4CC4. Cell line: BT-549. Synergy scores: CSS=29.7, Synergy_ZIP=-9.60, Synergy_Bliss=-0.421, Synergy_Loewe=3.64, Synergy_HSA=4.41. (4) Drug 1: C1CCC(CC1)NC(=O)N(CCCl)N=O. Drug 2: CCC(=C(C1=CC=CC=C1)C2=CC=C(C=C2)OCCN(C)C)C3=CC=CC=C3.C(C(=O)O)C(CC(=O)O)(C(=O)O)O. Cell line: SF-268. Synergy scores: CSS=20.4, Synergy_ZIP=-4.15, Synergy_Bliss=0.344, Synergy_Loewe=-6.36, Synergy_HSA=-3.37. (5) Drug 1: CC=C1C(=O)NC(C(=O)OC2CC(=O)NC(C(=O)NC(CSSCCC=C2)C(=O)N1)C(C)C)C(C)C. Drug 2: CC1CCCC2(C(O2)CC(NC(=O)CC(C(C(=O)C(C1O)C)(C)C)O)C(=CC3=CSC(=N3)C)C)C. Cell line: MOLT-4. Synergy scores: CSS=86.3, Synergy_ZIP=5.02, Synergy_Bliss=7.82, Synergy_Loewe=-14.7, Synergy_HSA=1.57. (6) Drug 1: C1C(C(OC1N2C=C(C(=O)NC2=O)F)CO)O. Drug 2: CNC(=O)C1=NC=CC(=C1)OC2=CC=C(C=C2)NC(=O)NC3=CC(=C(C=C3)Cl)C(F)(F)F. Cell line: IGROV1. Synergy scores: CSS=0.968, Synergy_ZIP=-2.46, Synergy_Bliss=0.656, Synergy_Loewe=-8.08, Synergy_HSA=0.259.